From a dataset of Forward reaction prediction with 1.9M reactions from USPTO patents (1976-2016). Predict the product of the given reaction. Given the reactants [Cl:1][C:2]1[CH:7]=[CH:6][CH:5]=[C:4]([F:8])[C:3]=1[C:9](=O)[CH3:10].[Br:12][C:13]1[CH:18]=[CH:17][C:16]([NH:19][NH2:20])=[CH:15][CH:14]=1.CC([O-])=O.[K+], predict the reaction product. The product is: [Br:12][C:13]1[CH:18]=[CH:17][C:16]([NH:19]/[N:20]=[C:9](/[C:3]2[C:4]([F:8])=[CH:5][CH:6]=[CH:7][C:2]=2[Cl:1])\[CH3:10])=[CH:15][CH:14]=1.